The task is: Predict the reactants needed to synthesize the given product.. This data is from Full USPTO retrosynthesis dataset with 1.9M reactions from patents (1976-2016). (1) Given the product [Cl:28][CH2:27][C:26]([NH:25][CH2:24][C:6]1[C:7]([OH:22])=[C:8]([C:15]2[CH:16]=[CH:17][C:18]([Cl:21])=[CH:19][CH:20]=2)[C:9]([C:11]([CH3:14])([CH3:13])[CH3:12])=[CH:10][C:5]=1[C:1]([CH3:2])([CH3:3])[CH3:4])=[O:29], predict the reactants needed to synthesize it. The reactants are: [C:1]([C:5]1[CH:6]=[C:7]([OH:22])[C:8]([C:15]2[CH:20]=[CH:19][C:18]([Cl:21])=[CH:17][CH:16]=2)=[C:9]([C:11]([CH3:14])([CH3:13])[CH3:12])[CH:10]=1)([CH3:4])([CH3:3])[CH3:2].O[CH2:24][NH:25][C:26](=[O:29])[CH2:27][Cl:28].FC(F)(F)C(O)=O. (2) Given the product [Cl:1][C:2]1[C:3]2[N:4]([CH:12]=[C:13]([C:15]3[O:17][N:46]=[C:43]([C:42]4[CH:47]=[CH:48][C:49]([N+:51]([O-:53])=[O:52])=[CH:50][C:41]=4[Cl:40])[N:44]=3)[N:14]=2)[CH:5]=[C:6]([C:8]([F:9])([F:10])[F:11])[CH:7]=1, predict the reactants needed to synthesize it. The reactants are: [Cl:1][C:2]1[C:3]2[N:4]([CH:12]=[C:13]([C:15]([OH:17])=O)[N:14]=2)[CH:5]=[C:6]([C:8]([F:11])([F:10])[F:9])[CH:7]=1.CCN=C=NCCCN(C)C.Cl.C1C=CC2N(O)N=NC=2C=1.[Cl:40][C:41]1[CH:50]=[C:49]([N+:51]([O-:53])=[O:52])[CH:48]=[CH:47][C:42]=1[C:43]([NH2:46])=[N:44]O. (3) Given the product [CH3:21][O:22][C:23]1[CH:24]=[C:25]2[C:30](=[CH:31][C:32]=1[O:33][CH3:34])[N:29]=[CH:28][N:27]=[C:26]2[CH:35]1[CH2:40][CH2:39][N:38]([CH2:17][C:18]([NH:8][C:7]2[CH:9]=[CH:10][C:4]([CH:1]([CH3:3])[CH3:2])=[CH:5][CH:6]=2)=[O:19])[CH2:37][CH2:36]1, predict the reactants needed to synthesize it. The reactants are: [CH:1]([C:4]1[CH:10]=[CH:9][C:7]([NH2:8])=[CH:6][CH:5]=1)([CH3:3])[CH3:2].C([O-])([O-])=O.[Ca+2].Br[CH2:17][C:18](Br)=[O:19].[CH3:21][O:22][C:23]1[CH:24]=[C:25]2[C:30](=[CH:31][C:32]=1[O:33][CH3:34])[N:29]=[CH:28][N:27]=[C:26]2[CH:35]1[CH2:40][CH2:39][NH:38][CH2:37][CH2:36]1. (4) Given the product [N:1]([CH2:4][CH2:5][O:6][CH2:7][CH2:8][O:9][CH2:10][CH2:11][O:12][CH2:13][CH2:14][NH2:15])=[N+:2]=[N-:3], predict the reactants needed to synthesize it. The reactants are: [N:1]([CH2:4][CH2:5][O:6][CH2:7][CH2:8][O:9][CH2:10][CH2:11][O:12][CH2:13][CH2:14][N:15]=[N+]=[N-])=[N+:2]=[N-:3].C1(P(C2C=CC=CC=2)C2C=CC=CC=2)C=CC=CC=1. (5) Given the product [CH3:1][N:2]1[CH2:7][CH2:6][C:5]([C:8]2[CH:16]=[C:15]3[C:11]([CH:12]=[CH:13][NH:14]3)=[CH:10][CH:9]=2)=[CH:4][CH2:3]1, predict the reactants needed to synthesize it. The reactants are: [CH3:1][N:2]1[CH2:7][CH2:6][C:5]([C:8]2[CH:16]=[C:15]3[C:11]([CH:12]=[CH:13][N:14]3C(C)C)=[CH:10][CH:9]=2)=[CH:4][CH2:3]1.OC1(C2C=C3C(C=CN3C(C)C)=CC=2)CCN(C)CC1. (6) The reactants are: Br[C:2]1[CH:3]=[N:4][CH:5]=[C:6]([CH:9]=1)[CH:7]=[O:8].P([O-])([O-])([O-])=O.[K+].[K+].[K+].[CH:18]([NH2:21])([CH3:20])[CH3:19]. Given the product [CH:18]([NH:21][C:2]1[CH:3]=[N:4][CH:5]=[C:6]([CH:9]=1)[CH:7]=[O:8])([CH3:20])[CH3:19], predict the reactants needed to synthesize it.